Dataset: Reaction yield outcomes from USPTO patents with 853,638 reactions. Task: Predict the reaction yield, written as a fraction of the theoretical maximum amount of product (1.0 means a 100% yield; for example, 0.34 means a 34% yield). The reactants are [CH3:1][O:2][C:3](=[O:17])[C:4]([NH:12][C:13]([O:15][CH3:16])=[O:14])=[CH:5][CH:6]1[CH2:11][CH2:10][O:9][CH2:8][CH2:7]1. The catalyst is CO.C(Cl)Cl. The product is [CH3:1][O:2][C:3](=[O:17])[CH:4]([NH:12][C:13]([O:15][CH3:16])=[O:14])[CH2:5][CH:6]1[CH2:7][CH2:8][O:9][CH2:10][CH2:11]1. The yield is 0.770.